This data is from Serine/threonine kinase 33 screen with 319,792 compounds. The task is: Binary Classification. Given a drug SMILES string, predict its activity (active/inactive) in a high-throughput screening assay against a specified biological target. (1) The drug is O=c1n(c(nc2c1cccc2)N(\N=C\c1oc([N+]([O-])=O)cc1)C(=O)C)c1ccccc1. The result is 0 (inactive). (2) The molecule is S(c1n(c(nn1)CNC(=O)C12CC3CC(C1)CC(C2)C3)Cc1ccccc1)CCCC. The result is 0 (inactive). (3) The result is 0 (inactive). The compound is o1c(C(=O)NCC(=O)Nc2cc(OC)ccc2)ccc1C. (4) The compound is Clc1ccc(COc2c(/C=C3\SC(=S)N(C3=O)CC(O)=O)cccc2)cc1. The result is 0 (inactive). (5) The compound is s1c(nnc1NC(=O)c1ccc(S(=O)(=O)N(c2ccccc2)C)cc1)C1CC1. The result is 0 (inactive). (6) The drug is O=C(NC1CCCc2n(ncc12)c1cc(cc(c1)C)C)c1c(OC)nccc1. The result is 0 (inactive). (7) The compound is S(=O)(=O)(Nc1nc2c(cc1)cccc2)c1ccc(NC(=O)C)cc1. The result is 0 (inactive). (8) The drug is O=C(Nc1[nH]ncn1)c1c([N+]([O-])=O)cc([N+]([O-])=O)cc1. The result is 0 (inactive). (9) The molecule is O=C(N1CCN(CC1)c1ccccc1)C12CC3(n4nc(nn4)C)CC(C1)CC(C2)C3. The result is 0 (inactive). (10) The molecule is S(CC(=O)N1CCCCCC1)c1n(c(nn1)Cn1c2c(sc1=O)cccc2)c1ccccc1. The result is 0 (inactive).